From a dataset of Full USPTO retrosynthesis dataset with 1.9M reactions from patents (1976-2016). Predict the reactants needed to synthesize the given product. (1) Given the product [O:1]1[C:5]2[CH:6]=[CH:7][C:8]([C:10]3([OH:17])[CH2:15][CH2:14][CH:13]([N:18]4[CH2:21][CH:20]([NH:22][C:23]([CH2:25][NH:26][C:27](=[O:38])[C:28]5[CH:33]=[CH:32][CH:31]=[C:30]([C:34]([F:37])([F:35])[F:36])[CH:29]=5)=[O:24])[CH2:19]4)[CH2:12][CH2:11]3)=[CH:9][C:4]=2[O:3][CH2:2]1, predict the reactants needed to synthesize it. The reactants are: [O:1]1[C:5]2[CH:6]=[CH:7][C:8]([C:10]3([OH:17])[CH2:15][CH2:14][C:13](=O)[CH2:12][CH2:11]3)=[CH:9][C:4]=2[O:3][CH2:2]1.[NH:18]1[CH2:21][CH:20]([NH:22][C:23]([CH2:25][NH:26][C:27](=[O:38])[C:28]2[CH:33]=[CH:32][CH:31]=[C:30]([C:34]([F:37])([F:36])[F:35])[CH:29]=2)=[O:24])[CH2:19]1. (2) Given the product [F:39][C:35]1[CH:34]=[C:33]([CH:38]=[CH:37][CH:36]=1)[C:31]([N:28]1[CH2:27][CH2:26][CH:25]([NH:24][S:19]([C:5]2[CH:6]=[C:7]([S:10]([C:13]3[CH:18]=[CH:17][CH:16]=[CH:15][CH:14]=3)(=[O:12])=[O:11])[CH:8]=[CH:9][C:4]=2[CH:1]([CH3:3])[CH3:2])(=[O:21])=[O:20])[CH2:30][CH2:29]1)=[O:32], predict the reactants needed to synthesize it. The reactants are: [CH:1]([C:4]1[CH:9]=[CH:8][C:7]([S:10]([C:13]2[CH:18]=[CH:17][CH:16]=[CH:15][CH:14]=2)(=[O:12])=[O:11])=[CH:6][C:5]=1[S:19](Cl)(=[O:21])=[O:20])([CH3:3])[CH3:2].Cl.[NH2:24][CH:25]1[CH2:30][CH2:29][N:28]([C:31]([C:33]2[CH:38]=[CH:37][CH:36]=[C:35]([F:39])[CH:34]=2)=[O:32])[CH2:27][CH2:26]1.C(N(C(C)C)CC)(C)C. (3) Given the product [Br:19][C:20]1[CH:21]=[C:22]([C:23]([N:16]2[CH2:15][CH2:14][O:13][C:12]3[N:17]=[CH:18][C:9]([C:5]4[CH:6]=[N:7][CH:8]=[C:3]([O:2][CH3:1])[CH:4]=4)=[CH:10][C:11]2=3)=[O:24])[CH:26]=[C:27]([Br:31])[C:28]=1[O:29][CH3:30], predict the reactants needed to synthesize it. The reactants are: [CH3:1][O:2][C:3]1[CH:4]=[C:5]([C:9]2[CH:18]=[N:17][C:12]3[O:13][CH2:14][CH2:15][NH:16][C:11]=3[CH:10]=2)[CH:6]=[N:7][CH:8]=1.[Br:19][C:20]1[CH:21]=[C:22]([CH:26]=[C:27]([Br:31])[C:28]=1[O:29][CH3:30])[C:23](Cl)=[O:24].C(N(CC)CC)C.O. (4) Given the product [CH:21]1[C:29]2[C:28]3[CH:30]=[CH:31][CH:32]=[CH:33][C:27]=3[O:26][C:25]=2[CH:24]=[CH:23][C:22]=1[CH2:34][N:1]1[CH:2]([C:11]2[C:16]([F:17])=[CH:15][CH:14]=[CH:13][C:12]=2[O:18][CH2:19][CH3:20])[CH2:3][CH:4]([CH3:10])[C:5]1=[O:7], predict the reactants needed to synthesize it. The reactants are: [NH2:1][CH:2]([C:11]1[C:16]([F:17])=[CH:15][CH:14]=[CH:13][C:12]=1[O:18][CH2:19][CH3:20])[CH2:3][CH:4]([CH3:10])[C:5]([O:7]CC)=O.[CH:21]1[C:29]2[C:28]3[CH:30]=[CH:31][CH:32]=[CH:33][C:27]=3[O:26][C:25]=2[CH:24]=[CH:23][C:22]=1[CH:34]=O. (5) The reactants are: ClCCO[C:5]1[CH:14]=[C:13]2[C:8]([C:9]([NH:17][C:18]3[CH:23]=[CH:22][C:21]([O:24][C:25]4[CH:30]=[CH:29][CH:28]=[CH:27][CH:26]=4)=[CH:20][CH:19]=3)=[C:10]([C:15]#[N:16])[CH:11]=[N:12]2)=[CH:7][C:6]=1[O:31][CH3:32].N1(C2CCNCC2)CCCCC1.[I-].[Na+]. Given the product [CH3:32][O:31][C:6]1[CH:7]=[C:8]2[C:13](=[CH:14][CH:5]=1)[N:12]=[CH:11][C:10]([C:15]#[N:16])=[C:9]2[NH:17][C:18]1[CH:23]=[CH:22][C:21]([O:24][C:25]2[CH:30]=[CH:29][CH:28]=[CH:27][CH:26]=2)=[CH:20][CH:19]=1, predict the reactants needed to synthesize it.